Dataset: Catalyst prediction with 721,799 reactions and 888 catalyst types from USPTO. Task: Predict which catalyst facilitates the given reaction. (1) Reactant: [Cl:1][C:2]1[CH:23]=[C:22]([Cl:24])[CH:21]=[CH:20][C:3]=1[CH2:4][N:5]1[C:9](/[CH:10]=[CH:11]/[C:12]([OH:14])=O)=[CH:8][C:7]([O:15][CH2:16][CH2:17][O:18][CH3:19])=[N:6]1.[CH3:25][CH:26]([CH3:33])[CH2:27][CH2:28][S:29]([NH2:32])(=[O:31])=[O:30].N12CCCN=C1CCCCC2. Product: [Cl:1][C:2]1[CH:23]=[C:22]([Cl:24])[CH:21]=[CH:20][C:3]=1[CH2:4][N:5]1[C:9](/[CH:10]=[CH:11]/[C:12]([NH:32][S:29]([CH2:28][CH2:27][CH:26]([CH3:33])[CH3:25])(=[O:31])=[O:30])=[O:14])=[CH:8][C:7]([O:15][CH2:16][CH2:17][O:18][CH3:19])=[N:6]1. The catalyst class is: 9. (2) Reactant: CS(O[CH2:6][CH2:7][N:8]1[C:12]2=[N:13][CH:14]=[N:15][C:16]([NH2:17])=[C:11]2[C:10]([C:18]2[CH:23]=[CH:22][C:21]([NH:24][C:25]([C:27]3[N:28]([CH3:36])[C:29]4[C:34]([CH:35]=3)=[CH:33][CH:32]=[CH:31][CH:30]=4)=[O:26])=[C:20]([O:37][CH3:38])[CH:19]=2)=[N:9]1)(=O)=O.[NH:39]1[CH:43]=[CH:42][N:41]=[CH:40]1.C(N(CC)CC)C.[I-].[Na+]. Product: [NH2:17][C:16]1[N:15]=[CH:14][N:13]=[C:12]2[N:8]([CH2:7][CH2:6][N:39]3[CH:43]=[CH:42][N:41]=[CH:40]3)[N:9]=[C:10]([C:18]3[CH:23]=[CH:22][C:21]([NH:24][C:25]([C:27]4[N:28]([CH3:36])[C:29]5[C:34]([CH:35]=4)=[CH:33][CH:32]=[CH:31][CH:30]=5)=[O:26])=[C:20]([O:37][CH3:38])[CH:19]=3)[C:11]=12. The catalyst class is: 39. (3) Reactant: [CH:1]1([C:4]([OH:6])=O)[CH2:3][CH2:2]1.ON1C2C=CC=CC=2N=N1.C(N(CC)CC)C.Cl.C(N=C=NCCCN(C)C)C.[NH2:36][C@H:37]1[CH2:41][CH2:40][N:39]([C:42]([O:44][C:45]([CH3:48])([CH3:47])[CH3:46])=[O:43])[CH2:38]1. The catalyst class is: 391. Product: [CH:1]1([C:4]([NH:36][C@H:37]2[CH2:41][CH2:40][N:39]([C:42]([O:44][C:45]([CH3:48])([CH3:47])[CH3:46])=[O:43])[CH2:38]2)=[O:6])[CH2:3][CH2:2]1.